This data is from NCI-60 drug combinations with 297,098 pairs across 59 cell lines. The task is: Regression. Given two drug SMILES strings and cell line genomic features, predict the synergy score measuring deviation from expected non-interaction effect. Drug 1: CCC1(CC2CC(C3=C(CCN(C2)C1)C4=CC=CC=C4N3)(C5=C(C=C6C(=C5)C78CCN9C7C(C=CC9)(C(C(C8N6C)(C(=O)OC)O)OC(=O)C)CC)OC)C(=O)OC)O.OS(=O)(=O)O. Drug 2: C1=NC(=NC(=O)N1C2C(C(C(O2)CO)O)O)N. Cell line: DU-145. Synergy scores: CSS=19.6, Synergy_ZIP=-2.99, Synergy_Bliss=8.89, Synergy_Loewe=-0.930, Synergy_HSA=0.624.